This data is from Forward reaction prediction with 1.9M reactions from USPTO patents (1976-2016). The task is: Predict the product of the given reaction. (1) Given the reactants [CH2:1]([O:3][C:4]1[CH:23]=[CH:22][C:7]([O:8][CH:9]2[CH2:12][N:11]([C:13]3[CH:18]=[CH:17][C:16]([C@@H:19]([NH2:21])[CH3:20])=[CH:15][CH:14]=3)[CH2:10]2)=[CH:6][CH:5]=1)[CH3:2].Br[C:25]1[CH2:29][O:28][C:27](=[O:30])[CH:26]=1, predict the reaction product. The product is: [CH2:1]([O:3][C:4]1[CH:23]=[CH:22][C:7]([O:8][CH:9]2[CH2:10][N:11]([C:13]3[CH:18]=[CH:17][C:16]([C@@H:19]([NH:21][C:25]4[CH2:29][O:28][C:27](=[O:30])[CH:26]=4)[CH3:20])=[CH:15][CH:14]=3)[CH2:12]2)=[CH:6][CH:5]=1)[CH3:2]. (2) Given the reactants [C:1]([O:20][CH2:21][C@H:22]1[O:26][C:25](=[O:27])[CH2:24][CH2:23]1)([C:14]1[CH:19]=[CH:18][CH:17]=[CH:16][CH:15]=1)([C:8]1[CH:13]=[CH:12][CH:11]=[CH:10][CH:9]=1)[C:2]1[CH:7]=[CH:6][CH:5]=[CH:4][CH:3]=1.[CH:28]([Mg]Br)=[CH2:29].[Cl-].[NH4+].[CH2:34]1COC[CH2:35]1, predict the reaction product. The product is: [C:1]([O:20][CH2:21][C@@H:22]([OH:26])[CH2:23][CH2:24][C:25]([CH:28]=[CH2:29])([OH:27])[CH:34]=[CH2:35])([C:8]1[CH:9]=[CH:10][CH:11]=[CH:12][CH:13]=1)([C:2]1[CH:7]=[CH:6][CH:5]=[CH:4][CH:3]=1)[C:14]1[CH:19]=[CH:18][CH:17]=[CH:16][CH:15]=1. (3) Given the reactants [Cl:1][C:2]1[C:6]([CH3:7])=[CH:5][S:4][C:3]=1[C:8]([O:10][CH3:11])=[O:9].[Br:12]N1C(=O)CCC1=O.N(C(C)(C)C#N)=NC(C)(C)C#N, predict the reaction product. The product is: [Br:12][CH2:7][C:6]1[C:2]([Cl:1])=[C:3]([C:8]([O:10][CH3:11])=[O:9])[S:4][CH:5]=1.